From a dataset of M1 muscarinic receptor agonist screen with 61,833 compounds. Binary Classification. Given a drug SMILES string, predict its activity (active/inactive) in a high-throughput screening assay against a specified biological target. (1) The drug is S(CCn1c(N2CCN(CC2)CCO)nc2n(c(=O)[nH]c(=O)c12)C)c1sc2c(n1)cccc2. The result is 0 (inactive). (2) The drug is O1CCN(CCCN2C(\C(C(=O)C2=O)=C(\O)c2ccc(OCC=C)cc2)c2ccccc2)CC1. The result is 0 (inactive). (3) The result is 0 (inactive). The molecule is S(Cc1n(c(=O)c2c(n1)cccc2)CC#N)c1n(c(nn1)c1c(occ1)C)C. (4) The drug is O(P(=O)(Nc1ccc(cc1)C)C)c1c(OC)cccc1. The result is 0 (inactive).